Dataset: Reaction yield outcomes from USPTO patents with 853,638 reactions. Task: Predict the reaction yield, written as a fraction of the theoretical maximum amount of product (1.0 means a 100% yield; for example, 0.34 means a 34% yield). (1) The reactants are [N+:1]([C:4]1[S:8][C:7]([C:9]2[O:10][C:11]3[CH:12]=[N:13][CH:14]=[CH:15][C:16]=3[N:17]=2)=[CH:6][CH:5]=1)([O-])=O.[NH4+].[Cl-].O. The catalyst is [Fe].CO. The product is [N:17]1[C:16]2[CH:15]=[CH:14][N:13]=[CH:12][C:11]=2[O:10][C:9]=1[C:7]1[S:8][C:4]([NH2:1])=[CH:5][CH:6]=1. The yield is 0.350. (2) The reactants are [C:1]([O:9]CC)(=O)[CH2:2][C:3]([O:5][CH2:6][CH3:7])=[O:4].[H-].[Na+].[H][H].[F:16][C:17]1[CH:35]=[CH:34][C:20]([CH2:21][N:22]2[C:27]3[CH:28]=[CH:29][CH:30]=[CH:31][C:26]=3[C:25](=O)[O:24]C2=O)=[CH:19][CH:18]=1.Cl. The catalyst is CC(N(C)C)=O. The product is [CH2:6]([O:5][C:3]([C:2]1[C:1](=[O:9])[N:22]([CH2:21][C:20]2[CH:19]=[CH:18][C:17]([F:16])=[CH:35][CH:34]=2)[C:27]2[C:26]([C:25]=1[OH:24])=[CH:31][CH:30]=[CH:29][CH:28]=2)=[O:4])[CH3:7]. The yield is 0.780. (3) The reactants are Cl[C:2]1[CH:3]=[CH:4][C:5]2[C:15]3[C:10](=[C:11]([CH3:16])[N:12]=[CH:13][CH:14]=3)[CH2:9][O:8][C:6]=2[CH:7]=1.[C:17]([O:21][C:22]([NH:24][C@@H:25]([CH2:28][CH:29]([CH3:31])[CH3:30])[CH2:26][OH:27])=[O:23])([CH3:20])([CH3:19])[CH3:18].C([O-])([O-])=O.[Cs+].[Cs+]. The catalyst is C1(C)C=CC=CC=1.CCOC(C)=O.O.CC([O-])=O.CC([O-])=O.[Pd+2].C(P(C(C)(C)C)C1C=CC=CC=1C1C(C(C)C)=CC(C(C)C)=CC=1C(C)C)(C)(C)C. The product is [CH3:30][CH:29]([CH3:31])[CH2:28][C@H:25]([NH:24][C:22](=[O:23])[O:21][C:17]([CH3:20])([CH3:19])[CH3:18])[CH2:26][O:27][C:2]1[CH:3]=[CH:4][C:5]2[C:15]3[C:10](=[C:11]([CH3:16])[N:12]=[CH:13][CH:14]=3)[CH2:9][O:8][C:6]=2[CH:7]=1. The yield is 0.300. (4) The reactants are Cl[C:2]1[N:7]=[C:6]([Cl:8])[C:5]([C:9]([F:12])([F:11])[F:10])=[CH:4][N:3]=1.[NH2:13][C:14]1[CH:19]=[CH:18][C:17]([CH:20]2[CH2:25][CH2:24][N:23]([C:26]([O:28][C:29]([CH3:32])([CH3:31])[CH3:30])=[O:27])[CH2:22][CH2:21]2)=[CH:16][C:15]=1[O:33][CH3:34].C(N(CC)CC)C. The catalyst is [Cl-].[Zn+2].[Cl-].ClCCCl.CC(O)(C)C. The product is [Cl:8][C:6]1[C:5]([C:9]([F:12])([F:11])[F:10])=[CH:4][N:3]=[C:2]([NH:13][C:14]2[CH:19]=[CH:18][C:17]([CH:20]3[CH2:21][CH2:22][N:23]([C:26]([O:28][C:29]([CH3:30])([CH3:31])[CH3:32])=[O:27])[CH2:24][CH2:25]3)=[CH:16][C:15]=2[O:33][CH3:34])[N:7]=1. The yield is 0.300. (5) The reactants are [Cl-].O[NH3+:3].[C:4](=[O:7])([O-])[OH:5].[Na+].CS(C)=O.[CH2:13]([C:17]1[N:18]=[C:19]([CH3:47])[N:20]([CH2:39][C:40]2[CH:44]=[C:43]([CH3:45])[N:42]([CH3:46])[N:41]=2)[C:21](=[O:38])[C:22]=1[CH2:23][C:24]1[CH:29]=[CH:28][C:27]([C:30]2[C:31]([C:36]#[N:37])=[CH:32][CH:33]=[CH:34][CH:35]=2)=[CH:26][CH:25]=1)[CH2:14][CH2:15][CH3:16]. The catalyst is C(OCC)(=O)C. The product is [CH2:13]([C:17]1[N:18]=[C:19]([CH3:47])[N:20]([CH2:39][C:40]2[CH:44]=[C:43]([CH3:45])[N:42]([CH3:46])[N:41]=2)[C:21](=[O:38])[C:22]=1[CH2:23][C:24]1[CH:25]=[CH:26][C:27]([C:30]2[CH:35]=[CH:34][CH:33]=[CH:32][C:31]=2[C:36]2[NH:3][C:4](=[O:7])[O:5][N:37]=2)=[CH:28][CH:29]=1)[CH2:14][CH2:15][CH3:16]. The yield is 0.270.